From a dataset of Forward reaction prediction with 1.9M reactions from USPTO patents (1976-2016). Predict the product of the given reaction. (1) Given the reactants [F:1][C:2]1[CH:3]=[CH:4][C:5]([NH:8][C:9]([C:11]2[C:16]([NH:17][C:18]3[CH:19]=[N:20][CH:21]=[CH:22][CH:23]=3)=[CH:15][CH:14]=[C:13]([CH3:24])[N:12]=2)=[O:10])=[N:6][CH:7]=1.Br[C:26]1C=NC=CC=1C, predict the reaction product. The product is: [F:1][C:2]1[CH:3]=[CH:4][C:5]([NH:8][C:9]([C:11]2[C:16]([NH:17][C:18]3[CH:19]=[N:20][CH:21]=[CH:22][C:23]=3[CH3:26])=[CH:15][CH:14]=[C:13]([CH3:24])[N:12]=2)=[O:10])=[N:6][CH:7]=1. (2) Given the reactants Cl[C:2]1[CH:7]=[CH:6][C:5]([N+:8]([O-:10])=[O:9])=[CH:4][N:3]=1.[CH2:11]([OH:18])[C:12]1[CH:17]=[CH:16][CH:15]=[CH:14][CH:13]=1.[OH-].[K+].C([O-])([O-])=O.[K+].[K+].COCCOCCN(CCOCCOC)CCOCCOC, predict the reaction product. The product is: [N+:8]([C:5]1[CH:6]=[CH:7][C:2]([O:18][CH2:11][C:12]2[CH:17]=[CH:16][CH:15]=[CH:14][CH:13]=2)=[N:3][CH:4]=1)([O-:10])=[O:9]. (3) Given the reactants [Cl:1][C:2]1[CH:3]=[C:4]2[C:13](=[CH:14][N:15]=1)[C:12]1[N:8]([CH:9]=[C:10](I)[N:11]=1)[CH2:7][CH2:6][O:5]2.N([Si](C)(C)C)[Si](C)(C)C.C[N:27]([CH:29]=[O:30])C, predict the reaction product. The product is: [Cl:1][C:2]1[CH:3]=[C:4]2[C:13](=[CH:14][N:15]=1)[C:12]1[N:8]([CH:9]=[C:10]([C:29]([NH2:27])=[O:30])[N:11]=1)[CH2:7][CH2:6][O:5]2. (4) Given the reactants [Cl:1][C:2]1[CH:3]=[C:4]([C@H:9]([CH2:21][CH:22]=O)[CH2:10][N:11]([CH3:20])[C:12](=[O:19])[C:13]2[CH:18]=[CH:17][CH:16]=[CH:15][CH:14]=2)[CH:5]=[CH:6][C:7]=1[Cl:8].[CH3:24][N:25]([CH3:39])[C:26]([C:28]1([N:34]2[CH2:38][CH2:37][CH2:36][CH2:35]2)[CH2:33][CH2:32][NH:31][CH2:30][CH2:29]1)=[O:27].C([O-])(=O)C.[Na+].C(O[BH-](OC(=O)C)OC(=O)C)(=O)C.[Na+], predict the reaction product. The product is: [C:12]([N:11]([CH3:20])[CH2:10][C@H:9]([C:4]1[CH:5]=[CH:6][C:7]([Cl:8])=[C:2]([Cl:1])[CH:3]=1)[CH2:21][CH2:22][N:31]1[CH2:32][CH2:33][C:28]([N:34]2[CH2:38][CH2:37][CH2:36][CH2:35]2)([C:26]([N:25]([CH3:39])[CH3:24])=[O:27])[CH2:29][CH2:30]1)(=[O:19])[C:13]1[CH:14]=[CH:15][CH:16]=[CH:17][CH:18]=1. (5) Given the reactants [OH:1][CH:2]1[CH2:7][CH2:6][NH:5][CH2:4][CH2:3]1.[CH2:8]=O.[N:10]1[N:11]2[CH:19]=[CH:18][CH:17]=[C:12]2[C:13]([NH2:16])=[N:14][CH:15]=1, predict the reaction product. The product is: [NH2:16][C:13]1[C:12]2=[CH:17][CH:18]=[C:19]([CH2:8][N:5]3[CH2:6][CH2:7][CH:2]([OH:1])[CH2:3][CH2:4]3)[N:11]2[N:10]=[CH:15][N:14]=1. (6) Given the reactants [F:1][C:2]1[CH:7]=[CH:6][C:5]2[C:8]3[C:14]([N:15]4[CH2:20][CH2:19][N:18]([CH3:21])[CH2:17][CH2:16]4)=[N:13][C:12]4[CH:22]=[CH:23][C:24]([CH3:26])=[CH:25][C:11]=4[NH:10][C:9]=3[S:27][C:4]=2[CH:3]=1.[Cl:28]N1C(=O)CCC1=O, predict the reaction product. The product is: [Cl:28][CH2:26][C:24]1[CH:23]=[CH:22][C:12]2[N:13]=[C:14]([N:15]3[CH2:20][CH2:19][N:18]([CH3:21])[CH2:17][CH2:16]3)[C:8]3[C:5]4[CH:6]=[CH:7][C:2]([F:1])=[CH:3][C:4]=4[S:27][C:9]=3[NH:10][C:11]=2[CH:25]=1.